The task is: Predict the reaction yield, written as a fraction of the theoretical maximum amount of product (1.0 means a 100% yield; for example, 0.34 means a 34% yield).. This data is from Reaction yield outcomes from USPTO patents with 853,638 reactions. (1) The reactants are [NH2:1][C:2]1[CH:7]=[CH:6][C:5](Br)=[CH:4][N:3]=1.[C:9]([O:14][CH2:15][CH3:16])(=[O:13])[C:10]([CH3:12])=[CH2:11].CCN(C(C)C)C(C)C.C1(C)C=CC=CC=1P(C1C=CC=CC=1C)C1C=CC=CC=1C. The catalyst is C(#N)CC.C([O-])(=O)C.[Pd+2].C([O-])(=O)C. The product is [NH2:1][C:2]1[N:3]=[CH:4][C:5](/[CH:11]=[C:10](\[CH3:12])/[C:9]([O:14][CH2:15][CH3:16])=[O:13])=[CH:6][CH:7]=1. The yield is 0.370. (2) The catalyst is CCOC(C)=O.Cl[Pd](Cl)([P](C1C=CC=CC=1)(C1C=CC=CC=1)C1C=CC=CC=1)[P](C1C=CC=CC=1)(C1C=CC=CC=1)C1C=CC=CC=1.[Cu]I. The yield is 0.940. The reactants are Br[C:2]1[CH:3]=[N:4][CH:5]=[C:6]([CH:19]=1)[C:7]([N:9]=[S@@:10]([CH3:18])(=[O:17])[C:11]1[CH:16]=[CH:15][CH:14]=[CH:13][CH:12]=1)=[O:8].[C:20]([C:22]1[CH:27]=[CH:26][CH:25]=[CH:24][C:23]=1[F:28])#[CH:21].C(N(CC)CC)C. The product is [F:28][C:23]1[CH:24]=[CH:25][CH:26]=[CH:27][C:22]=1[C:20]#[C:21][C:2]1[CH:3]=[N:4][CH:5]=[C:6]([CH:19]=1)[C:7]([N:9]=[S@@:10]([CH3:18])(=[O:17])[C:11]1[CH:16]=[CH:15][CH:14]=[CH:13][CH:12]=1)=[O:8]. (3) The reactants are P([O-])([O-])([O-])=O.[K+].[K+].[K+].[Br:9][C:10]1[N:14]=[CH:13][NH:12][N:11]=1.N#N.CN[C@H]1[C@H](NC)CCCC1.I[C:28]1[CH:33]=[CH:32][C:31]([O:34][C:35]([F:38])([F:37])[F:36])=[CH:30][CH:29]=1. The catalyst is CCOC(C)=O.[Cu]I.CN(C=O)C. The product is [Br:9][C:10]1[N:14]=[CH:13][N:12]([C:28]2[CH:29]=[CH:30][C:31]([O:34][C:35]([F:36])([F:37])[F:38])=[CH:32][CH:33]=2)[N:11]=1. The yield is 0.340.